From a dataset of Reaction yield outcomes from USPTO patents with 853,638 reactions. Predict the reaction yield, written as a fraction of the theoretical maximum amount of product (1.0 means a 100% yield; for example, 0.34 means a 34% yield). (1) The reactants are [C:1]([O:4][C:5]1[CH:24]=[CH:23][C:8]([C:9]2[CH2:10]O[C:12]3[C:17]([CH:18]=2)=[CH:16][CH:15]=[C:14]([O:19][C:20](=[O:22])[CH3:21])[CH:13]=3)=[CH:7][CH:6]=1)(=[O:3])[CH3:2].C1C=CC([C+]([C:38]2[CH:43]=CC=CC=2)C2C=CC=CC=2)=CC=1.F[P-](F)(F)(F)(F)F.C([SH:53])C. The catalyst is ClCCl. The product is [C:1]([O:4][C:5]1[CH:24]=[CH:23][C:8]([C:9]2[CH:10]([CH2:43][CH3:38])[S:53][C:12]3[C:17]([CH:18]=2)=[CH:16][CH:15]=[C:14]([O:19][C:20](=[O:22])[CH3:21])[CH:13]=3)=[CH:7][CH:6]=1)(=[O:3])[CH3:2]. The yield is 0.520. (2) The reactants are [Cl:1][C:2]1[CH:22]=[C:21]([Cl:23])[CH:20]=[CH:19][C:3]=1[CH2:4][N:5]1[C:9]([CH2:10][CH2:11][C:12](O)=[O:13])=[CH:8][C:7]([O:15][CH:16]([CH3:18])[CH3:17])=[N:6]1.[CH3:24][S:25]([NH2:28])(=[O:27])=[O:26].N12CCCN=C1CCCCC2.Cl. The catalyst is O1CCCC1.[Cl-].[Na+].O. The product is [Cl:1][C:2]1[CH:22]=[C:21]([Cl:23])[CH:20]=[CH:19][C:3]=1[CH2:4][N:5]1[C:9]([CH2:10][CH2:11][C:12]([NH:28][S:25]([CH3:24])(=[O:27])=[O:26])=[O:13])=[CH:8][C:7]([O:15][CH:16]([CH3:18])[CH3:17])=[N:6]1. The yield is 0.860. (3) The reactants are C([O:3][C:4]([C:6]1[N:7]([CH2:13][O:14][CH2:15][CH2:16][Si:17]([CH3:20])([CH3:19])[CH3:18])[CH:8]=[C:9]([C:11]#[N:12])[N:10]=1)=[O:5])C.[OH-].[K+:22]. The catalyst is C(O)C. The product is [K+:22].[C:11]([C:9]1[N:10]=[C:6]([C:4]([O-:5])=[O:3])[N:7]([CH2:13][O:14][CH2:15][CH2:16][Si:17]([CH3:18])([CH3:19])[CH3:20])[CH:8]=1)#[N:12]. The yield is 1.00. (4) The reactants are C[O:2][C:3]1[CH:8]=[CH:7][C:6]([C:9]2([C:12]([O:14][CH3:15])=[O:13])[CH2:11][CH2:10]2)=[CH:5][CH:4]=1.CCS.[Al+3].[Cl-].[Cl-].[Cl-]. The catalyst is C(Cl)Cl. The product is [CH3:15][O:14][C:12]([C:9]1([C:6]2[CH:5]=[CH:4][C:3]([OH:2])=[CH:8][CH:7]=2)[CH2:10][CH2:11]1)=[O:13]. The yield is 0.950. (5) The reactants are [F:1][C:2]1[CH:3]=[C:4]([C@H:8]2[CH2:12][CH2:11][CH2:10][N:9]2[C:13]2[CH:18]=[CH:17][N:16]3[N:19]=[CH:20][C:21]([C:22]([OH:24])=O)=[C:15]3[N:14]=2)[CH:5]=[N:6][CH:7]=1.CN(C(ON1N=[N:40][C:35]2[CH:36]=[CH:37]C=N[C:34]1=2)=[N+](C)C)C.F[P-](F)(F)(F)(F)F.Cl.CC1(N)CC1.CCN(C(C)C)C(C)C. The catalyst is CN(C=O)C. The product is [F:1][C:2]1[CH:3]=[C:4]([C@H:8]2[CH2:12][CH2:11][CH2:10][N:9]2[C:13]2[CH:18]=[CH:17][N:16]3[N:19]=[CH:20][C:21]([C:22]([NH:40][C:35]4([CH3:34])[CH2:37][CH2:36]4)=[O:24])=[C:15]3[N:14]=2)[CH:5]=[N:6][CH:7]=1. The yield is 0.820. (6) The reactants are N12CCCN=C1CCCCC2.Cl.[NH2:13][CH2:14][C:15]1[CH:23]=[CH:22][CH:21]=[C:20]2[C:16]=1[CH2:17][N:18]([CH:25]1[CH2:30][CH2:29][C:28](=[O:31])[NH:27][C:26]1=[O:32])[C:19]2=[O:24].[C:33](Cl)(=[O:40])[C:34]1[CH:39]=[CH:38][CH:37]=[CH:36][CH:35]=1. The catalyst is C(#N)C. The product is [O:32]=[C:26]1[CH:25]([N:18]2[CH2:17][C:16]3[C:20](=[CH:21][CH:22]=[CH:23][C:15]=3[CH2:14][NH:13][C:33](=[O:40])[C:34]3[CH:39]=[CH:38][CH:37]=[CH:36][CH:35]=3)[C:19]2=[O:24])[CH2:30][CH2:29][C:28](=[O:31])[NH:27]1. The yield is 0.680. (7) The yield is 0.560. The product is [C:4]([C:3]1[CH:7]=[CH:8][CH:9]=[CH:10][C:2]=1[NH:1][C:19]([C:16]1[S:17][CH:18]=[C:14]([CH:11]([CH3:13])[CH3:12])[N:15]=1)=[O:20])(=[O:5])[NH2:6]. No catalyst specified. The reactants are [NH2:1][C:2]1[CH:10]=[CH:9][CH:8]=[CH:7][C:3]=1[C:4]([NH2:6])=[O:5].[CH:11]([C:14]1[N:15]=[C:16]([C:19](O)=[O:20])[S:17][CH:18]=1)([CH3:13])[CH3:12].